Dataset: Full USPTO retrosynthesis dataset with 1.9M reactions from patents (1976-2016). Task: Predict the reactants needed to synthesize the given product. (1) Given the product [CH:21]1([C@@H:24]([C:30]2[CH:35]=[CH:34][CH:33]=[C:32]([O:36][CH2:2][C:3]3[CH:8]=[N:7][C:6]([C:9]4[CH:14]=[C:13]([O:15][CH3:16])[CH:12]=[CH:11][C:10]=4[F:17])=[C:5]([CH:18]([CH3:20])[CH3:19])[N:4]=3)[CH:31]=2)[CH2:25][C:26]([O:28][CH3:29])=[O:27])[CH2:22][CH2:23]1, predict the reactants needed to synthesize it. The reactants are: Cl[CH2:2][C:3]1[N:4]=[C:5]([CH:18]([CH3:20])[CH3:19])[C:6]([C:9]2[CH:14]=[C:13]([O:15][CH3:16])[CH:12]=[CH:11][C:10]=2[F:17])=[N:7][CH:8]=1.[CH:21]1([C@@H:24]([C:30]2[CH:35]=[CH:34][CH:33]=[C:32]([OH:36])[CH:31]=2)[CH2:25][C:26]([O:28][CH3:29])=[O:27])[CH2:23][CH2:22]1.C([O-])([O-])=O.[Cs+].[Cs+]. (2) Given the product [Br:34][C:13]1[N:12]([CH3:14])[C:11]([C:15]([O:17][CH2:18][CH3:19])=[O:16])=[C:10]([C:20]2[CH:21]=[CH:22][C:23]([C:26]3[S:27][CH:28]=[CH:29][C:30]=3[N+:31]([O-:33])=[O:32])=[CH:24][CH:25]=2)[C:9]=1[C:7]#[N:8], predict the reactants needed to synthesize it. The reactants are: [N].N1C=CC=C1.[C:7]([C:9]1[C:10]([C:20]2[CH:25]=[CH:24][C:23]([C:26]3[S:27][CH:28]=[CH:29][C:30]=3[N+:31]([O-:33])=[O:32])=[CH:22][CH:21]=2)=[C:11]([C:15]([O:17][CH2:18][CH3:19])=[O:16])[N:12]([CH3:14])[CH:13]=1)#[N:8].[Br:34]NC(=O)CCC(N)=O.